This data is from Full USPTO retrosynthesis dataset with 1.9M reactions from patents (1976-2016). The task is: Predict the reactants needed to synthesize the given product. (1) Given the product [N:27]1[C:19]([C:18]2[C:13]([NH:12][C:11]3[C:2]([CH3:1])=[CH:3][CH:4]=[C:5]4[C:10]=3[N:9]=[CH:8][N:7]=[C:6]4[NH:43][C:40]3[CH:41]=[CH:42][C:37]([Cl:36])=[CH:38][CH:39]=3)=[N:14][CH:15]=[CH:16][CH:17]=2)=[C:20]2[C:24]([NH:23][CH:22]=[N:21]2)=[N:25][CH:26]=1, predict the reactants needed to synthesize it. The reactants are: [CH3:1][C:2]1[C:11]([NH:12][C:13]2[C:18]([C:19]3[N:27]=[CH:26][N:25]=[C:24]4[C:20]=3[N:21]=[CH:22][N:23]4C3CCCCO3)=[CH:17][CH:16]=[CH:15][N:14]=2)=[C:10]2[C:5]([C:6](SC)=[N:7][CH:8]=[N:9]2)=[CH:4][CH:3]=1.[Cl:36][C:37]1[CH:42]=[CH:41][C:40]([NH2:43])=[CH:39][CH:38]=1. (2) The reactants are: [C:1](O)(=O)[CH3:2].[CH:5](=O)[CH3:6].Cl.[CH2:9]([O:11][C:12](=[O:23])[CH:13]([CH2:15][C:16]1[CH:21]=[CH:20][C:19]([OH:22])=[CH:18][CH:17]=1)[NH2:14])[CH3:10].C([BH3-])#N.[Na+]. Given the product [CH2:5]([N:14]([CH:13]([CH2:15][C:16]1[CH:17]=[CH:18][C:19]([OH:22])=[CH:20][CH:21]=1)[C:12]([O:11][CH2:9][CH3:10])=[O:23])[CH2:1][CH3:2])[CH3:6], predict the reactants needed to synthesize it. (3) Given the product [CH3:31][O:30][C:27]1[CH:28]=[CH:29][C:24]([C@H:22]2[CH2:23][C@@H:21]2[CH2:20][O:19][C:13]2[C:12]([C@@H:9]3[CH2:10][CH2:11][C@H:6]([C:4]([OH:5])=[O:3])[CH2:7][CH2:8]3)=[CH:17][N:16]=[C:15]([CH3:18])[N:14]=2)=[N:25][CH:26]=1, predict the reactants needed to synthesize it. The reactants are: C([O:3][C:4]([C@H:6]1[CH2:11][CH2:10][C@@H:9]([C:12]2[C:13]([O:19][CH2:20][C@H:21]3[CH2:23][C@@H:22]3[C:24]3[CH:29]=[CH:28][C:27]([O:30][CH3:31])=[CH:26][N:25]=3)=[N:14][C:15]([CH3:18])=[N:16][CH:17]=2)[CH2:8][CH2:7]1)=[O:5])C.[OH-].[Na+]. (4) Given the product [NH2:1][C:2]1[C:3]2[C:10]([C:11]3[CH:16]=[CH:15][CH:14]=[C:13]([O:17][CH2:18][CH:19]4[CH2:23][CH2:22][C:21]([CH3:25])([CH3:24])[O:20]4)[CH:12]=3)=[CH:9][N:8]([C@H:26]3[CH2:27][C@H:28]([CH2:30][N:35]4[CH2:36][CH2:37][C@@H:33]([OH:32])[C@H:34]4[C:38]([NH2:40])=[O:39])[CH2:29]3)[C:4]=2[N:5]=[CH:6][N:7]=1, predict the reactants needed to synthesize it. The reactants are: [NH2:1][C:2]1[C:3]2[C:10]([C:11]3[CH:16]=[CH:15][CH:14]=[C:13]([O:17][CH2:18][CH:19]4[CH2:23][CH2:22][C:21]([CH3:25])([CH3:24])[O:20]4)[CH:12]=3)=[CH:9][N:8]([C@H:26]3[CH2:29][C@H:28]([CH2:30]O)[CH2:27]3)[C:4]=2[N:5]=[CH:6][N:7]=1.[OH:32][C@H:33]1[CH2:37][CH2:36][NH:35][C@H:34]1[C:38]([NH2:40])=[O:39]. (5) Given the product [CH3:11][O:10][C:8]([C:4]1[N:3]([NH2:16])[C:2]([CH3:1])=[C:6]([CH3:7])[N:5]=1)=[O:9], predict the reactants needed to synthesize it. The reactants are: [CH3:1][C:2]1[N:3]=[C:4]([C:8]([O:10][CH3:11])=[O:9])[NH:5][C:6]=1[CH3:7].C[Si]([N-:16][Si](C)(C)C)(C)C.[Li+].C1COCC1.C1(P(ON)(C2C=CC=CC=2)=O)C=CC=CC=1. (6) Given the product [ClH:44].[NH2:30][C:26]1([C:23]2[CH:24]=[CH:25][C:20]([C:12]3[O:11][C:9]4[N:10]=[C:5]([NH:4][CH2:3][CH2:2][OH:1])[N:6]=[C:7]([N:38]5[CH2:43][CH2:42][O:41][CH2:40][CH2:39]5)[C:8]=4[C:13]=3[C:14]3[CH:15]=[CH:16][CH:17]=[CH:18][CH:19]=3)=[CH:21][CH:22]=2)[CH2:29][CH2:28][CH2:27]1, predict the reactants needed to synthesize it. The reactants are: [OH:1][CH2:2][CH2:3][NH:4][C:5]1[N:6]=[C:7]([N:38]2[CH2:43][CH2:42][O:41][CH2:40][CH2:39]2)[C:8]2[C:13]([C:14]3[CH:19]=[CH:18][CH:17]=[CH:16][CH:15]=3)=[C:12]([C:20]3[CH:25]=[CH:24][C:23]([C:26]4([NH:30]C(=O)OC(C)(C)C)[CH2:29][CH2:28][CH2:27]4)=[CH:22][CH:21]=3)[O:11][C:9]=2[N:10]=1.[ClH:44].O1CCOCC1.C(OCC)C.